Dataset: Full USPTO retrosynthesis dataset with 1.9M reactions from patents (1976-2016). Task: Predict the reactants needed to synthesize the given product. Given the product [Cl:1][C:2]1[CH:3]=[C:4]([C:9]2[C:14]([O:15][CH2:16][C:17]([F:20])([F:19])[F:18])=[CH:13][N:12]=[C:11]([C:21]([NH:32][CH2:31][C:29]3[O:28][N:27]=[C:26]([O:25][CH3:24])[CH:30]=3)=[O:22])[CH:10]=2)[CH:5]=[CH:6][C:7]=1[CH3:8], predict the reactants needed to synthesize it. The reactants are: [Cl:1][C:2]1[CH:3]=[C:4]([C:9]2[C:14]([O:15][CH2:16][C:17]([F:20])([F:19])[F:18])=[CH:13][N:12]=[C:11]([C:21](O)=[O:22])[CH:10]=2)[CH:5]=[CH:6][C:7]=1[CH3:8].[CH3:24][O:25][C:26]1[CH:30]=[C:29]([CH2:31][NH2:32])[O:28][N:27]=1.